This data is from Forward reaction prediction with 1.9M reactions from USPTO patents (1976-2016). The task is: Predict the product of the given reaction. (1) Given the reactants [F:1][C:2]1[CH:3]=[C:4]([C:13]2[CH:18]=[CH:17][CH:16]=[CH:15][C:14]=2[CH3:19])[C:5]2[O:9][CH:8]([CH2:10][NH2:11])[CH2:7][C:6]=2[CH:12]=1.C(N(C(C)C)CC)(C)C.Cl[C:30]([O:32][CH2:33][C:34]1[CH:39]=[CH:38][CH:37]=[CH:36][CH:35]=1)=[O:31].C1(C2C3OC(CNC(=O)OCC4C=CC=CC=4)CC=3C=CC=2)CCCC1, predict the reaction product. The product is: [CH2:33]([O:32][C:30](=[O:31])[NH:11][CH2:10][CH:8]1[CH2:7][C:6]2[CH:12]=[C:2]([F:1])[CH:3]=[C:4]([C:13]3[CH:18]=[CH:17][CH:16]=[CH:15][C:14]=3[CH3:19])[C:5]=2[O:9]1)[C:34]1[CH:39]=[CH:38][CH:37]=[CH:36][CH:35]=1. (2) Given the reactants [Cl:1][C:2]1[CH:18]=[CH:17][C:16]([Cl:19])=[CH:15][C:3]=1[O:4][C:5]1[N:13]=[CH:12][C:11]([F:14])=[CH:10][C:6]=1[C:7](Cl)=[O:8].[CH2:20](N(C(C)C)C(C)C)C.[Cl:29][C:30]1[C:35]([O:36][CH3:37])=[CH:34][CH:33]=[C:32]([Cl:38])[C:31]=1[NH2:39].[H-].[Na+].IC, predict the reaction product. The product is: [Cl:29][C:30]1[C:35]([O:36][CH3:37])=[CH:34][CH:33]=[C:32]([Cl:38])[C:31]=1[N:39]([CH3:20])[C:7](=[O:8])[C:6]1[CH:10]=[C:11]([F:14])[CH:12]=[N:13][C:5]=1[O:4][C:3]1[CH:15]=[C:16]([Cl:19])[CH:17]=[CH:18][C:2]=1[Cl:1]. (3) Given the reactants [O:1]1[CH2:6][CH2:5][N:4]([C:7]2[S:8][N:9]=[C:10]3[CH:15]=[C:14](Br)[CH:13]=[N:12][C:11]=23)[CH2:3][CH2:2]1.[CH3:17][O:18][C:19]1[CH:20]=[C:21](B(O)O)[CH:22]=[C:23]([O:27][CH3:28])[C:24]=1[O:25][CH3:26].C([O-])([O-])=O.[K+].[K+], predict the reaction product. The product is: [CH3:28][O:27][C:23]1[CH:22]=[C:21]([C:14]2[CH:13]=[N:12][C:11]3=[C:7]([N:4]4[CH2:5][CH2:6][O:1][CH2:2][CH2:3]4)[S:8][N:9]=[C:10]3[CH:15]=2)[CH:20]=[C:19]([O:18][CH3:17])[C:24]=1[O:25][CH3:26].